From a dataset of Full USPTO retrosynthesis dataset with 1.9M reactions from patents (1976-2016). Predict the reactants needed to synthesize the given product. (1) The reactants are: C(O[C:6](=O)[N:7]([C@H:9]([C:11](=[O:31])[NH:12][C:13]1[CH:14]=[CH:15][C:16]2[N:21]([C:22]3[CH:27]=[CH:26][C:25]([Cl:28])=[CH:24][CH:23]=3)[C:20](=[O:29])[CH2:19][O:18][C:17]=2[N:30]=1)[CH3:10])C)(C)(C)C.Cl. Given the product [ClH:28].[Cl:28][C:25]1[CH:26]=[CH:27][C:22]([N:21]2[C:20](=[O:29])[CH2:19][O:18][C:17]3[N:30]=[C:13]([NH:12][C:11](=[O:31])[C@@H:9]([NH:7][CH3:6])[CH3:10])[CH:14]=[CH:15][C:16]2=3)=[CH:23][CH:24]=1, predict the reactants needed to synthesize it. (2) Given the product [F:14][C:12]1[C:5]2[N:6]([CH3:11])[C:7](=[O:10])[O:8][CH2:9][C:4]=2[CH:3]=[C:2]([NH:1][CH2:17][C@@H:16]([OH:15])[C:18]([O:20][CH3:21])=[O:19])[CH:13]=1, predict the reactants needed to synthesize it. The reactants are: [NH2:1][C:2]1[CH:13]=[C:12]([F:14])[C:5]2[N:6]([CH3:11])[C:7](=[O:10])[O:8][CH2:9][C:4]=2[CH:3]=1.[O:15]1[CH2:17][C@@H:16]1[C:18]([O:20][CH3:21])=[O:19].FC(F)(F)S([O-])(=O)=O.[Li+]. (3) Given the product [CH3:1][C:2]1[CH:3]=[CH:4][C:5]([S:8]([O:11][CH2:12][CH:13]2[CH2:17][C:16]3[CH:18]=[CH:19][CH:20]=[C:21]([NH:22][C:24]4[CH:29]=[CH:28][C:27]([CH3:30])=[C:26]([CH3:31])[CH:25]=4)[C:15]=3[O:14]2)(=[O:10])=[O:9])=[CH:6][CH:7]=1, predict the reactants needed to synthesize it. The reactants are: [CH3:1][C:2]1[CH:7]=[CH:6][C:5]([S:8]([O:11][CH2:12][CH:13]2[CH2:17][C:16]3[CH:18]=[CH:19][CH:20]=[C:21]([NH2:22])[C:15]=3[O:14]2)(=[O:10])=[O:9])=[CH:4][CH:3]=1.Br[C:24]1[CH:29]=[CH:28][C:27]([CH3:30])=[C:26]([CH3:31])[CH:25]=1. (4) The reactants are: [CH3:1][O:2][C:3]1[C:4]([O:16][CH2:17][CH2:18][CH2:19][Cl:20])=[CH:5][C:6]([N+:13]([O-])=O)=[C:7]([CH:12]=1)[C:8]([O:10][CH3:11])=[O:9].[H][H]. Given the product [CH3:1][O:2][C:3]1[CH:12]=[C:7]([C:8]([O:10][CH3:11])=[O:9])[C:6]([NH2:13])=[CH:5][C:4]=1[O:16][CH2:17][CH2:18][CH2:19][Cl:20], predict the reactants needed to synthesize it. (5) Given the product [CH2:1]([C:3]1[CH:4]=[CH:5][C:6]([C:9]2[C:13]([CH2:14][O:15][C:16]3[CH:21]=[CH:20][C:19]([CH2:22][CH2:23][C:24]([OH:26])=[O:25])=[C:18]([CH3:29])[C:17]=3[CH3:30])=[C:12]([CH:31]([CH3:32])[CH3:33])[S:11][N:10]=2)=[CH:7][CH:8]=1)[CH3:2], predict the reactants needed to synthesize it. The reactants are: [CH2:1]([C:3]1[CH:8]=[CH:7][C:6]([C:9]2[C:13]([CH2:14][O:15][C:16]3[CH:21]=[CH:20][C:19]([CH2:22][CH2:23][C:24]([O:26]CC)=[O:25])=[C:18]([CH3:29])[C:17]=3[CH3:30])=[C:12]([CH:31]([CH3:33])[CH3:32])[S:11][N:10]=2)=[CH:5][CH:4]=1)[CH3:2].[Li+].[OH-]. (6) Given the product [OH:63][C:59]([CH3:60])([CH3:58])[C:61]#[C:62][C:35]1[CH:36]=[CH:37][C:38]2[O:44][CH2:43][CH2:42][N:41]3[C:45]([CH2:51][N:52]4[CH2:56][CH2:55][CH2:54][CH2:53]4)=[C:46]([C:48]([NH2:50])=[O:49])[N:47]=[C:40]3[C:39]=2[CH:57]=1, predict the reactants needed to synthesize it. The reactants are: BrC1C=CC2OCCN3C=C(I)N=C3C=2C=1.C=O.O.N1CCCC1.C[Si](N[Si](C)(C)C)(C)C.Br[C:35]1[CH:36]=[CH:37][C:38]2[O:44][CH2:43][CH2:42][N:41]3[C:45]([CH2:51][N:52]4[CH2:56][CH2:55][CH2:54][CH2:53]4)=[C:46]([C:48]([NH2:50])=[O:49])[N:47]=[C:40]3[C:39]=2[CH:57]=1.[CH3:58][C:59]([OH:63])([C:61]#[CH:62])[CH3:60].